This data is from Reaction yield outcomes from USPTO patents with 853,638 reactions. The task is: Predict the reaction yield, written as a fraction of the theoretical maximum amount of product (1.0 means a 100% yield; for example, 0.34 means a 34% yield). (1) The reactants are C(CC[N:5]1[C:9]([C:10]2[CH:11]=[CH:12][C:13]([O:32][C:33]3[CH:38]=[C:37]([CH3:39])[CH:36]=[C:35]([CH3:40])[CH:34]=3)=[C:14]([S:16]([N:19]3[CH2:24][CH2:23][N:22]([C:25]([O:27][C:28]([CH3:31])([CH3:30])[CH3:29])=[O:26])[CH2:21][CH2:20]3)(=[O:18])=[O:17])[CH:15]=2)=[N:8][N:7]=[N:6]1)#N.C1CCN2C(=NCCC2)CC1. The product is [CH3:39][C:37]1[CH:38]=[C:33]([CH:34]=[C:35]([CH3:40])[CH:36]=1)[O:32][C:13]1[CH:12]=[CH:11][C:10]([C:9]2[NH:5][N:6]=[N:7][N:8]=2)=[CH:15][C:14]=1[S:16]([N:19]1[CH2:20][CH2:21][N:22]([C:25]([O:27][C:28]([CH3:31])([CH3:30])[CH3:29])=[O:26])[CH2:23][CH2:24]1)(=[O:17])=[O:18]. The yield is 0.706. The catalyst is C(Cl)Cl.CCOC(C)=O. (2) The reactants are [C:1](=[O:4])([O-])O.[Na+].I[C:7]1[C:12]([O:13][C:14]2[C:23]3[C:18](=[CH:19][C:20]([O:26][CH3:27])=[C:21]([O:24][CH3:25])[CH:22]=3)[N:17]=[CH:16][CH:15]=2)=[CH:11][CH:10]=[C:9]([CH3:28])[N:8]=1.[OH-].[Na+]. The catalyst is C1(C)C=CC=CC=1. The product is [CH3:25][O:24][C:21]1[CH:22]=[C:23]2[C:18](=[CH:19][C:20]=1[O:26][CH3:27])[N:17]=[CH:16][CH:15]=[C:14]2[O:13][C:12]1[C:7]([C:18]2[CH:23]=[CH:22][C:21]([CH2:1][OH:4])=[CH:20][CH:19]=2)=[N:8][C:9]([CH3:28])=[CH:10][CH:11]=1. The yield is 0.240. (3) The reactants are [Cl:1][C:2]1[CH:14]=[CH:13][C:5]([C:6]([N:8]([CH2:11][CH3:12])[CH2:9][CH3:10])=[O:7])=[CH:4][N:3]=1.[Cl:15][C:16]1[CH:22]=[CH:21][C:19]([NH2:20])=[CH:18][CH:17]=1.C(O)(=O)C. The catalyst is O. The product is [ClH:1].[Cl:15][C:16]1[CH:22]=[CH:21][C:19]([NH:20][C:2]2[CH:14]=[CH:13][C:5]([C:6]([N:8]([CH2:11][CH3:12])[CH2:9][CH3:10])=[O:7])=[CH:4][N:3]=2)=[CH:18][CH:17]=1. The yield is 0.560. (4) The reactants are Br[C:2]1[C:9]([O:10][CH3:11])=[C:8]([O:12][CH3:13])[CH:7]=[CH:6][C:3]=1[CH:4]=[O:5].[CH3:14][S:15][C:16]1[CH:21]=[CH:20][C:19](B(O)O)=[CH:18][CH:17]=1.C(=O)([O-])[O-].[Na+].[Na+].C(O)C. The catalyst is C1(C)C=CC=CC=1.O. The product is [CH3:13][O:12][C:8]1[C:9]([O:10][CH3:11])=[CH:2][C:3]([CH:4]=[O:5])=[C:6]([C:19]2[CH:20]=[CH:21][C:16]([S:15][CH3:14])=[CH:17][CH:18]=2)[CH:7]=1. The yield is 0.850. (5) The reactants are Cl[CH2:2][S:3]([NH:6][C:7]1[C:28]([OH:29])=[CH:27][C:10]2[C@H:11]([NH:18][CH2:19][CH2:20][C:21]3[CH:26]=[CH:25][CH:24]=[CH:23][CH:22]=3)[C@@H:12]([OH:17])[C:13]([CH3:16])([CH3:15])[O:14][C:9]=2[CH:8]=1)(=[O:5])=[O:4].[OH-].[Na+].[Cl-].[NH4+]. The catalyst is CO. The product is [CH3:15][C:13]1([CH3:16])[C@H:12]([OH:17])[C@@H:11]([NH:18][CH2:19][CH2:20][C:21]2[CH:26]=[CH:25][CH:24]=[CH:23][CH:22]=2)[C:10]2[C:9](=[CH:8][C:7]3[NH:6][S:3](=[O:5])(=[O:4])[CH2:2][O:29][C:28]=3[CH:27]=2)[O:14]1. The yield is 0.370. (6) The reactants are [NH2:1][C:2]1[CH:3]=[CH:4][C:5]([F:18])=[C:6]([C@:8]2([CH3:17])[C@@H:14]([F:15])[CH2:13][O:12][CH2:11][C:10]([NH2:16])=[N:9]2)[CH:7]=1.[Cl:19][C:20]1[CH:21]=[N:22][C:23]2[C:24](=O)[CH2:25][CH2:26][C:27]=2[CH:28]=1.C(O)(=O)C.C(O[BH-](OC(=O)C)OC(=O)C)(=O)C.[Na+].Cl. The catalyst is ClCCCl. The product is [Cl:19][C:20]1[CH:28]=[C:27]2[CH2:26][CH2:25][CH:24]([NH:1][C:2]3[CH:3]=[CH:4][C:5]([F:18])=[C:6]([C@:8]4([CH3:17])[C@@H:14]([F:15])[CH2:13][O:12][CH2:11][C:10]([NH2:16])=[N:9]4)[CH:7]=3)[C:23]2=[N:22][CH:21]=1. The yield is 0.345. (7) The reactants are [Br:1][C:2]1[NH:3][C:4]2[C:9]([C:10]=1[CH:11]1[CH2:16][CH2:15][CH2:14][CH2:13][CH2:12]1)=[CH:8][CH:7]=[C:6]([C:17]([O:19][CH3:20])=[O:18])[CH:5]=2.[H-].[Na+].[C:23]([O:27][C:28](=[O:31])[CH2:29]Br)([CH3:26])([CH3:25])[CH3:24]. The product is [Br:1][C:2]1[N:3]([CH2:29][C:28]([O:27][C:23]([CH3:26])([CH3:25])[CH3:24])=[O:31])[C:4]2[C:9]([C:10]=1[CH:11]1[CH2:16][CH2:15][CH2:14][CH2:13][CH2:12]1)=[CH:8][CH:7]=[C:6]([C:17]([O:19][CH3:20])=[O:18])[CH:5]=2. The catalyst is CN(C=O)C.CCOC(C)=O. The yield is 0.830.